From a dataset of Reaction yield outcomes from USPTO patents with 853,638 reactions. Predict the reaction yield, written as a fraction of the theoretical maximum amount of product (1.0 means a 100% yield; for example, 0.34 means a 34% yield). (1) The yield is 0.680. The product is [CH3:1][C:2]1[CH:3]=[C:4]([C:9]2[N:13]([CH3:14])[N:12]=[C:11]([C:15](=[N:20][NH:19][C:21]([NH:23][C:24]3[CH:32]=[CH:31][C:27]([C:28]([OH:30])=[O:29])=[CH:26][CH:25]=3)=[S:22])[CH3:16])[C:10]=2[OH:18])[CH:5]=[CH:6][C:7]=1[CH3:8]. The catalyst is Cl.O. The reactants are [CH3:1][C:2]1[CH:3]=[C:4]([C:9]2[N:13]([CH3:14])[N:12]=[C:11]([C:15](=O)[CH3:16])[C:10]=2[OH:18])[CH:5]=[CH:6][C:7]=1[CH3:8].[NH:19]([C:21]([NH:23][C:24]1[CH:32]=[CH:31][C:27]([C:28]([OH:30])=[O:29])=[CH:26][CH:25]=1)=[S:22])[NH2:20].CN(C)C=O. (2) The reactants are Cl.[N:2]1[CH:7]=[CH:6][CH:5]=[C:4]([S:8](Cl)(=[O:10])=[O:9])[CH:3]=1.[NH2:12][C:13]1[CH:14]=[CH:15][CH:16]=[C:17]2[C:22]=1[O:21][C:20]([C:23]1[CH:28]=[CH:27][CH:26]=[CH:25][C:24]=1[C:29]([F:32])([F:31])[F:30])=[CH:19][C:18]2=[O:33]. The catalyst is N1C=CC=CC=1. The product is [O:33]=[C:18]1[C:17]2[C:22](=[C:13]([NH:12][S:8]([C:4]3[CH:3]=[N:2][CH:7]=[CH:6][CH:5]=3)(=[O:10])=[O:9])[CH:14]=[CH:15][CH:16]=2)[O:21][C:20]([C:23]2[CH:28]=[CH:27][CH:26]=[CH:25][C:24]=2[C:29]([F:32])([F:30])[F:31])=[CH:19]1. The yield is 0.310. (3) The reactants are [F:1][C:2]1[CH:7]=[CH:6][CH:5]=[C:4]([F:8])[C:3]=1[C:9]1[NH:13][CH:12]=[C:11]([C:14](OCC)=[O:15])[CH:10]=1.[H-].C([Al+]CC(C)C)C(C)C.O. The catalyst is O1CCCC1.C1(C)C=CC=CC=1.C(OCC)(=O)C.S([O-])([O-])(=O)=O.[Mg+2]. The product is [F:1][C:2]1[CH:7]=[CH:6][CH:5]=[C:4]([F:8])[C:3]=1[C:9]1[NH:13][CH:12]=[C:11]([CH2:14][OH:15])[CH:10]=1. The yield is 0.970. (4) The reactants are I[C:2]1[CH:3]=[CH:4][CH:5]=[C:6]2[C:11]=1[N:10]=[CH:9][C:8]([S:12]([C:15]1[CH:20]=[CH:19][CH:18]=[CH:17][CH:16]=1)(=[O:14])=[O:13])=[CH:7]2.[C:21]([O:25][C:26]([N:28]1[CH2:33][C@@H:32]2[CH2:34][C@H:29]1[CH2:30][NH:31]2)=[O:27])([CH3:24])([CH3:23])[CH3:22].CC(C)([O-])C.[Na+]. The catalyst is C(=CC(C=CC1C=CC=CC=1)=O)C1C=CC=CC=1.C(=CC(C=CC1C=CC=CC=1)=O)C1C=CC=CC=1.C(=CC(C=CC1C=CC=CC=1)=O)C1C=CC=CC=1.C(=CC(C=CC1C=CC=CC=1)=O)C1C=CC=CC=1.[Pd].[Pd].C1(P[C-]2C=CC=C2)C=CC=CC=1.[C-]1(PC2C=CC=CC=2)C=CC=C1.[Fe+2]. The product is [C:21]([O:25][C:26]([N:28]1[CH2:33][C@@H:32]2[CH2:34][C@H:29]1[CH2:30][N:31]2[C:2]1[CH:3]=[CH:4][CH:5]=[C:6]2[C:11]=1[N:10]=[CH:9][C:8]([S:12]([C:15]1[CH:20]=[CH:19][CH:18]=[CH:17][CH:16]=1)(=[O:14])=[O:13])=[CH:7]2)=[O:27])([CH3:24])([CH3:22])[CH3:23]. The yield is 0.700. (5) The reactants are [S:1]1[C:5]2=[N:6][CH:7]=[CH:8][CH:9]=[C:4]2[CH:3]=[C:2]1[C:10]([O:12][CH3:13])=[O:11].[OH2:14]. The catalyst is OO.CC(O)=O. The product is [CH3:13][O:12][C:10]([C:2]1[S:1][C:5]2=[N+:6]([O-:14])[CH:7]=[CH:8][CH:9]=[C:4]2[CH:3]=1)=[O:11]. The yield is 0.660. (6) The reactants are [CH3:1][N:2]([CH3:17])[CH2:3][CH2:4][CH2:5][O:6][C:7]1[CH:12]=[CH:11][C:10]([N+:13]([O-])=O)=[CH:9][C:8]=1[OH:16].[Cl-].[NH4+]. The catalyst is C1COCC1.O.C(=O)([O-])[O-].[Na+].[Na+].[Fe]. The product is [NH2:13][C:10]1[CH:11]=[CH:12][C:7]([O:6][CH2:5][CH2:4][CH2:3][N:2]([CH3:1])[CH3:17])=[C:8]([OH:16])[CH:9]=1. The yield is 0.240. (7) The reactants are [CH2:1]([N:8]1[C@H:12]2[CH2:13][CH2:14][C@@:15]3([CH:19]=[CH:18][CH2:17][O:16]3)[C@:9]1([C:29]1[CH:34]=[CH:33][CH:32]=[CH:31][CH:30]=1)[CH2:10][C@H:11]2[S:20]([C:23]1[CH:28]=[CH:27][CH:26]=[CH:25][CH:24]=1)(=[O:22])=[O:21])[C:2]1[CH:7]=[CH:6][CH:5]=[CH:4][CH:3]=1.[CH2:35]([O:42][C:43]1[CH:48]=[CH:47][C:46]([O:49][C:50]([F:53])([F:52])[F:51])=[CH:45][C:44]=1I)[C:36]1[CH:41]=[CH:40][CH:39]=[CH:38][CH:37]=1.[Cl-].[Li+].C(N(CC)CC)C.C([O-])=O.[K+]. The catalyst is [Cl-].C([N+](CCCC)(CCCC)CCCC)CCC.C([O-])(=O)C.[Pd+2].C([O-])(=O)C.O.CN(C)C=O. The product is [CH2:1]([N:8]1[C@H:12]2[CH2:13][CH2:14][C@@:15]3([CH2:19][C@@H:18]([C:44]4[CH:45]=[C:46]([O:49][C:50]([F:53])([F:52])[F:51])[CH:47]=[CH:48][C:43]=4[O:42][CH2:35][C:36]4[CH:37]=[CH:38][CH:39]=[CH:40][CH:41]=4)[CH2:17][O:16]3)[C@:9]1([C:29]1[CH:34]=[CH:33][CH:32]=[CH:31][CH:30]=1)[CH2:10][C@H:11]2[S:20]([C:23]1[CH:24]=[CH:25][CH:26]=[CH:27][CH:28]=1)(=[O:21])=[O:22])[C:2]1[CH:3]=[CH:4][CH:5]=[CH:6][CH:7]=1. The yield is 0.440.